This data is from Forward reaction prediction with 1.9M reactions from USPTO patents (1976-2016). The task is: Predict the product of the given reaction. (1) The product is: [ClH:22].[ClH:22].[CH3:20][C:16]1[N:15]=[C:14]([N:11]2[CH2:12][CH2:13][CH:8]([NH2:7])[CH2:9][CH2:10]2)[CH:19]=[CH:18][N:17]=1. Given the reactants C(OC(=O)[NH:7][CH:8]1[CH2:13][CH2:12][N:11]([C:14]2[CH:19]=[CH:18][N:17]=[C:16]([CH3:20])[N:15]=2)[CH2:10][CH2:9]1)(C)(C)C.[ClH:22], predict the reaction product. (2) Given the reactants Cl.C1(C2C(CN3CCO[C@H](CC4C=CC(Cl)=C(Cl)C=4)C3)=CC(F)=C(C=2)C(O)=O)CC1.Cl.[CH:32]1([C:35]2[C:36]([CH2:45][N:46]3[CH2:51][CH2:50][O:49][C@H:48]([CH2:52][C:53]4[CH:58]=[C:57]([Cl:59])[CH:56]=[C:55]([Cl:60])[CH:54]=4)[CH2:47]3)=[CH:37][C:38]([F:44])=[C:39]([CH:43]=2)[C:40](O)=[O:41])[CH2:34][CH2:33]1.CS(N)(=O)=O.[CH:66]1([S:69]([NH2:72])(=[O:71])=[O:70])[CH2:68][CH2:67]1, predict the reaction product. The product is: [CH:32]1([C:35]2[C:36]([CH2:45][N:46]3[CH2:51][CH2:50][O:49][C@H:48]([CH2:52][C:53]4[CH:54]=[C:55]([Cl:60])[CH:56]=[C:57]([Cl:59])[CH:58]=4)[CH2:47]3)=[CH:37][C:38]([F:44])=[C:39]([CH:43]=2)[C:40]([NH:72][S:69]([CH:66]2[CH2:68][CH2:67]2)(=[O:71])=[O:70])=[O:41])[CH2:33][CH2:34]1. (3) The product is: [CH:31]([N:30]1[C:26]([C:21]2[N:22]=[C:23]3[C:24]4[CH:25]=[C:12]([CH:10]([N:8]5[CH2:9][CH:6]([N:34]6[CH2:39][CH2:38][O:37][CH2:36][CH2:35]6)[CH2:7]5)[CH3:11])[CH:13]=[CH:14][C:15]=4[O:16][CH2:17][CH2:18][N:19]3[CH:20]=2)=[N:27][CH:28]=[N:29]1)([CH3:32])[CH3:33]. Given the reactants CS(O[CH:6]1[CH2:9][N:8]([CH:10]([C:12]2[CH:25]=[C:24]3[C:15]([O:16][CH2:17][CH2:18][N:19]4[C:23]3=[N:22][C:21]([C:26]3[N:30]([CH:31]([CH3:33])[CH3:32])[N:29]=[CH:28][N:27]=3)=[CH:20]4)=[CH:14][CH:13]=2)[CH3:11])[CH2:7]1)(=O)=O.[NH:34]1[CH2:39][CH2:38][O:37][CH2:36][CH2:35]1, predict the reaction product.